Dataset: Forward reaction prediction with 1.9M reactions from USPTO patents (1976-2016). Task: Predict the product of the given reaction. (1) Given the reactants [CH2:1]([N:8]1[CH2:12][CH2:11][N:10]([C:13]2[S:14][C:15]([C:19]([OH:21])=O)=[C:16]([CH3:18])[N:17]=2)[C:9]1=[O:22])[C:2]1[CH:7]=[CH:6]C=CC=1.C1(CN2CCN(C3SC(C(O)=O)=C(C)N=3)C2=O)CC1.[CH2:42]([NH2:49])[C:43]1[CH:48]=[CH:47][CH:46]=[CH:45][CH:44]=1, predict the reaction product. The product is: [CH2:42]([NH:49][C:19]([C:15]1[S:14][C:13]([N:10]2[CH2:11][CH2:12][N:8]([CH2:1][CH:2]3[CH2:7][CH2:6]3)[C:9]2=[O:22])=[N:17][C:16]=1[CH3:18])=[O:21])[C:43]1[CH:48]=[CH:47][CH:46]=[CH:45][CH:44]=1. (2) Given the reactants C([O:5][C:6](=[O:38])[C:7]1[CH:12]=[CH:11][CH:10]=[C:9]([NH:13][C:14]2[N:19]=[C:18]([O:20][C:21]3[CH:26]=[CH:25][C:24]([CH:27]=[O:28])=[CH:23][C:22]=3[O:29][CH3:30])[N:17]=[C:16]([O:31][C:32]3[CH:37]=[CH:36][CH:35]=[CH:34][CH:33]=3)[N:15]=2)[CH:8]=1)(C)(C)C.CCOCC.CCCCCC, predict the reaction product. The product is: [CH:27]([C:24]1[CH:25]=[CH:26][C:21]([O:20][C:18]2[N:17]=[C:16]([O:31][C:32]3[CH:33]=[CH:34][CH:35]=[CH:36][CH:37]=3)[N:15]=[C:14]([NH:13][C:9]3[CH:8]=[C:7]([CH:12]=[CH:11][CH:10]=3)[C:6]([OH:38])=[O:5])[N:19]=2)=[C:22]([O:29][CH3:30])[CH:23]=1)=[O:28]. (3) Given the reactants [Cl:1][C:2]1[CH:7]=[C:6]([N+:8]([O-:10])=[O:9])[C:5]([O:11][CH3:12])=[CH:4][C:3]=1F.C([O-])([O-])=O.[K+].[K+].FC(F)(F)C(O)=O.FC(F)(F)C(O)=O.[NH:34]1[CH2:39][CH2:38][CH:37]([N:40]2[CH2:45][CH2:44][N:43]([C:46]([O:48][CH2:49][C:50]3[CH:55]=[CH:54][CH:53]=[CH:52][CH:51]=3)=[O:47])[CH2:42][CH2:41]2)[CH2:36][CH2:35]1.O, predict the reaction product. The product is: [Cl:1][C:2]1[CH:7]=[C:6]([N+:8]([O-:10])=[O:9])[C:5]([O:11][CH3:12])=[CH:4][C:3]=1[N:34]1[CH2:39][CH2:38][CH:37]([N:40]2[CH2:41][CH2:42][N:43]([C:46]([O:48][CH2:49][C:50]3[CH:55]=[CH:54][CH:53]=[CH:52][CH:51]=3)=[O:47])[CH2:44][CH2:45]2)[CH2:36][CH2:35]1. (4) Given the reactants Br[CH2:2][CH2:3][OH:4].[Br:5][C:6]1[CH:32]=[CH:31][C:9]([O:10][C:11]2[C:12](=[O:30])[N:13]([C:23]3[CH:28]=[CH:27][C:26]([Cl:29])=[CH:25][CH:24]=3)[N:14]=[CH:15][C:16]=2[N:17]2[CH2:22][CH2:21][NH:20][CH2:19][CH2:18]2)=[CH:8][CH:7]=1.[I-].[K+].C(=O)([O-])[O-].[K+].[K+], predict the reaction product. The product is: [Br:5][C:6]1[CH:32]=[CH:31][C:9]([O:10][C:11]2[C:12](=[O:30])[N:13]([C:23]3[CH:28]=[CH:27][C:26]([Cl:29])=[CH:25][CH:24]=3)[N:14]=[CH:15][C:16]=2[N:17]2[CH2:22][CH2:21][N:20]([CH2:2][CH2:3][OH:4])[CH2:19][CH2:18]2)=[CH:8][CH:7]=1.